From a dataset of Full USPTO retrosynthesis dataset with 1.9M reactions from patents (1976-2016). Predict the reactants needed to synthesize the given product. (1) Given the product [Br:1][C:2]1[CH:3]=[CH:4][C:5]2[S:9][C:8](=[N:10][C:11](=[O:19])[C:12]3[CH:13]=[CH:14][C:15]([CH3:18])=[CH:16][CH:17]=3)[N:7]([CH:20]([CH2:25][CH3:26])[C:21]([OH:23])=[O:22])[C:6]=2[CH:27]=1, predict the reactants needed to synthesize it. The reactants are: [Br:1][C:2]1[CH:3]=[CH:4][C:5]2[S:9][C:8](=[N:10][C:11](=[O:19])[C:12]3[CH:17]=[CH:16][C:15]([CH3:18])=[CH:14][CH:13]=3)[N:7]([CH:20]([CH2:25][CH3:26])[C:21]([O:23]C)=[O:22])[C:6]=2[CH:27]=1.O1CCCC1.[OH-].[Na+]. (2) Given the product [C:1]([NH:8][C@H:9]([C:14]([OH:16])=[O:15])[C:10]([SH:13])([CH3:12])[CH3:11])(=[O:3])[CH3:2], predict the reactants needed to synthesize it. The reactants are: [C:1](OC(=O)C)(=[O:3])[CH3:2].[NH2:8][C@H:9]([C:14]([OH:16])=[O:15])[C:10]([SH:13])([CH3:12])[CH3:11]. (3) Given the product [CH2:37]([O:29][C:28](=[O:30])[C:27]1[CH:31]=[CH:32][C:24]([NH:23][C:21]([C:18]2[CH:19]=[C:20]3[C:15]([CH2:14][CH2:13][N:12]3[S:9]([C:4]3[CH:5]=[C:6]([Cl:8])[CH:7]=[C:2]([Cl:1])[CH:3]=3)(=[O:10])=[O:11])=[C:16]([O:34][CH3:35])[CH:17]=2)=[O:22])=[CH:25][C:26]=1[F:33])[CH3:42], predict the reactants needed to synthesize it. The reactants are: [Cl:1][C:2]1[CH:3]=[C:4]([S:9]([N:12]2[C:20]3[C:15](=[C:16]([O:34][CH3:35])[CH:17]=[C:18]([C:21]([NH:23][C:24]4[CH:32]=[CH:31][C:27]([C:28]([OH:30])=[O:29])=[C:26]([F:33])[CH:25]=4)=[O:22])[CH:19]=3)[CH2:14][CH2:13]2)(=[O:11])=[O:10])[CH:5]=[C:6]([Cl:8])[CH:7]=1.Cl[C:37]1C=C(S(Cl)(=O)=O)C=C(Cl)[CH:42]=1. (4) Given the product [CH2:1]([O:8][C:9]([N:11]1[CH2:16][CH2:15][CH:14]([CH2:17][CH:18]=[CH2:19])[CH:13]([N:66]=[N+:67]=[N-:68])[CH2:12]1)=[O:10])[C:2]1[CH:7]=[CH:6][CH:5]=[CH:4][CH:3]=1, predict the reactants needed to synthesize it. The reactants are: [CH2:1]([O:8][C:9]([N:11]1[CH2:16][CH2:15][CH:14]([CH2:17][CH:18]=[CH2:19])[CH:13](O)[CH2:12]1)=[O:10])[C:2]1[CH:7]=[CH:6][CH:5]=[CH:4][CH:3]=1.C1(P(C2C=CC=CC=2)C2C=CC=CC=2)C=CC=CC=1.N(C(OCC)=O)=NC(OCC)=O.C1C=CC(P([N:66]=[N+:67]=[N-:68])(C2C=CC=CC=2)=O)=CC=1. (5) The reactants are: [NH2:1][C:2]1[CH:9]=[C:8](F)[C:5]([C:6]#[N:7])=[CH:4][N:3]=1.[F:11][C:12]([F:19])([F:18])[C@H:13]([OH:17])[CH2:14][O:15][CH3:16]. Given the product [NH2:1][C:2]1[CH:9]=[C:8]([O:17][C@H:13]([CH2:14][O:15][CH3:16])[C:12]([F:19])([F:18])[F:11])[C:5]([C:6]#[N:7])=[CH:4][N:3]=1, predict the reactants needed to synthesize it. (6) Given the product [Si:21]([O:1][C:2]1[CH:3]=[CH:4][C:5]([NH:8][CH2:9][C:10]2[CH:11]=[N:12][CH:13]=[CH:14][CH:15]=2)=[CH:6][CH:7]=1)([C:24]([CH3:27])([CH3:26])[CH3:25])([CH3:23])[CH3:22], predict the reactants needed to synthesize it. The reactants are: [OH:1][C:2]1[CH:7]=[CH:6][C:5]([NH:8][CH2:9][C:10]2[CH:11]=[N:12][CH:13]=[CH:14][CH:15]=2)=[CH:4][CH:3]=1.N1C=CN=C1.[Si:21](Cl)([C:24]([CH3:27])([CH3:26])[CH3:25])([CH3:23])[CH3:22]. (7) The reactants are: [Cl:1][C:2]1[C:3]([CH2:8][C:9]([O:11]CC)=[O:10])=[N:4][CH:5]=[CH:6][CH:7]=1.[OH-].[Na+:15]. Given the product [Cl:1][C:2]1[C:3]([CH2:8][C:9]([O-:11])=[O:10])=[N:4][CH:5]=[CH:6][CH:7]=1.[Na+:15], predict the reactants needed to synthesize it.